Dataset: Reaction yield outcomes from USPTO patents with 853,638 reactions. Task: Predict the reaction yield, written as a fraction of the theoretical maximum amount of product (1.0 means a 100% yield; for example, 0.34 means a 34% yield). (1) The reactants are [OH-:1].[Na+].[C:3]([C:5]1[CH:10]=[CH:9][CH:8]=[C:7]([CH2:11][CH3:12])[CH:6]=1)#N.C[OH:14]. No catalyst specified. The product is [CH2:11]([C:7]1[CH:6]=[C:5]([CH:10]=[CH:9][CH:8]=1)[C:3]([OH:14])=[O:1])[CH3:12]. The yield is 0.280. (2) The reactants are C[O:2][C:3]1[C:8]2[NH:9][C:10]([C:12]3[S:13][CH:14]=[CH:15][CH:16]=3)=[N:11][C:7]=2[C:6]([C:17]([NH:19][CH:20]2[CH2:25][CH2:24][CH2:23][N:22](C(OC(C)(C)C)=O)[CH2:21]2)=[O:18])=[CH:5][CH:4]=1.B(Br)(Br)Br. No catalyst specified. The product is [OH:2][C:3]1[C:8]2[NH:9][C:10]([C:12]3[S:13][CH:14]=[CH:15][CH:16]=3)=[N:11][C:7]=2[C:6]([C:17]([NH:19][CH:20]2[CH2:25][CH2:24][CH2:23][NH:22][CH2:21]2)=[O:18])=[CH:5][CH:4]=1. The yield is 0.230. (3) The reactants are [C:1]([C:3]1([C:6]2[CH:7]=[C:8]([CH:29]=[CH:30][CH:31]=2)[C:9]([NH:11][C:12]2[CH:17]=[C:16]([O:18][C:19]3[CH:24]=[CH:23][C:22]([N+:25]([O-])=O)=[CH:21][N:20]=3)[CH:15]=[CH:14][C:13]=2[CH3:28])=[O:10])[CH2:5][CH2:4]1)#[N:2].[Cl-].[Ca+2].[Cl-].O. The catalyst is C(O)C. The product is [NH2:25][C:22]1[CH:23]=[CH:24][C:19]([O:18][C:16]2[CH:15]=[CH:14][C:13]([CH3:28])=[C:12]([NH:11][C:9](=[O:10])[C:8]3[CH:29]=[CH:30][CH:31]=[C:6]([C:3]4([C:1]#[N:2])[CH2:4][CH2:5]4)[CH:7]=3)[CH:17]=2)=[N:20][CH:21]=1. The yield is 0.830. (4) The reactants are [CH:1]1([O:9][CH2:10][CH2:11][OH:12])[CH2:8][CH2:7][CH2:6][CH:5]=[CH:4][CH2:3][CH2:2]1.[S:13](Cl)([C:16]1[CH:22]=[CH:21][C:19]([CH3:20])=[CH:18][CH:17]=1)(=[O:15])=[O:14].C(N(CC)CC)C.CC(=O)OCC. The catalyst is C(#N)C. The product is [CH3:20][C:19]1[CH:21]=[CH:22][C:16]([S:13]([O:12][CH2:11][CH2:10][O:9][CH:1]2[CH2:2][CH2:3][CH2:4][CH:5]=[CH:6][CH2:7][CH2:8]2)(=[O:15])=[O:14])=[CH:17][CH:18]=1. The yield is 0.840.